The task is: Predict the reactants needed to synthesize the given product.. This data is from Full USPTO retrosynthesis dataset with 1.9M reactions from patents (1976-2016). (1) Given the product [CH:1]1([CH2:4][O:5][C:6]2[CH:32]=[CH:31][C:9]3[N:10]=[C:11]([C:13]4[N:18]=[CH:17][C:16]([O:19][CH2:20][C@@H:21]([NH:23][C:24](=[O:30])[CH3:34])[CH3:22])=[CH:15][CH:14]=4)[O:12][C:8]=3[CH:7]=2)[CH2:2][CH2:3]1, predict the reactants needed to synthesize it. The reactants are: [CH:1]1([CH2:4][O:5][C:6]2[CH:32]=[CH:31][C:9]3[N:10]=[C:11]([C:13]4[N:18]=[CH:17][C:16]([O:19][CH2:20][C@@H:21]([NH:23][C:24](=[O:30])OC(C)(C)C)[CH3:22])=[CH:15][CH:14]=4)[O:12][C:8]=3[CH:7]=2)[CH2:3][CH2:2]1.Cl.[C:34](OCC)(=O)C. (2) Given the product [CH3:24][C:16]1[C:15](=[O:25])[N:14]([CH2:13][CH:9]=[O:8])[C:23]2[C:18]([CH:17]=1)=[CH:19][CH:20]=[CH:21][CH:22]=2, predict the reactants needed to synthesize it. The reactants are: FC(F)(F)C(O)=O.[O:8]1CCO[CH:9]1[CH2:13][N:14]1[C:23]2[C:18](=[CH:19][CH:20]=[CH:21][CH:22]=2)[CH:17]=[C:16]([CH3:24])[C:15]1=[O:25]. (3) Given the product [CH:28]1([CH2:27][O:23][C:21]2[C:20]([O:24][CH3:25])=[CH:19][C:6]3[C:7]4[N:12]([CH:3]([CH2:1][CH3:2])[CH2:4][C:5]=3[CH:22]=2)[CH:11]=[C:10]([C:13]([O:15][CH2:16][CH3:17])=[O:14])[C:9](=[O:18])[CH:8]=4)[CH2:30][CH2:29]1, predict the reactants needed to synthesize it. The reactants are: [CH2:1]([CH:3]1[N:12]2[C:7](=[CH:8][C:9](=[O:18])[C:10]([C:13]([O:15][CH2:16][CH3:17])=[O:14])=[CH:11]2)[C:6]2[CH:19]=[C:20]([O:24][CH3:25])[C:21]([OH:23])=[CH:22][C:5]=2[CH2:4]1)[CH3:2].Br[CH2:27][CH:28]1[CH2:30][CH2:29]1.C([O-])([O-])=O.[K+].[K+].